Dataset: Reaction yield outcomes from USPTO patents with 853,638 reactions. Task: Predict the reaction yield, written as a fraction of the theoretical maximum amount of product (1.0 means a 100% yield; for example, 0.34 means a 34% yield). (1) The reactants are Cl[C:2]1[N:11]=[C:10]([N:12]([C:14]2[CH:19]=[CH:18][C:17]([O:20][CH3:21])=[CH:16][CH:15]=2)[CH3:13])[C:9]2[C:4](=[CH:5][CH:6]=[CH:7][CH:8]=2)[N:3]=1.[CH3:22][S-:23].[Na+]. The catalyst is C(OCC)(=O)C. The product is [CH3:22][S:23][C:2]1[N:11]=[C:10]([N:12]([C:14]2[CH:19]=[CH:18][C:17]([O:20][CH3:21])=[CH:16][CH:15]=2)[CH3:13])[C:9]2[C:4](=[CH:5][CH:6]=[CH:7][CH:8]=2)[N:3]=1. The yield is 0.0700. (2) The reactants are [CH3:1][O:2][C:3]1[CH:12]=[C:11]([O:13][CH3:14])[CH:10]=[C:9]2[C:4]=1[C:5](=[O:27])[NH:6][C:7]([C:15]1[CH:20]=[CH:19][C:18]([N:21]3[CH2:26][CH2:25][NH:24][CH2:23][CH2:22]3)=[CH:17][CH:16]=1)=[N:8]2.CCN(CC)CC.[C:35](Cl)(=[O:39])[CH:36]([CH3:38])[CH3:37]. The catalyst is C(Cl)Cl. The product is [C:35]([N:24]1[CH2:23][CH2:22][N:21]([C:18]2[CH:19]=[CH:20][C:15]([C:7]3[NH:6][C:5](=[O:27])[C:4]4[C:9](=[CH:10][C:11]([O:13][CH3:14])=[CH:12][C:3]=4[O:2][CH3:1])[N:8]=3)=[CH:16][CH:17]=2)[CH2:26][CH2:25]1)(=[O:39])[CH:36]([CH3:38])[CH3:37]. The yield is 0.500. (3) The reactants are F[C:2]1[CH:3]=[C:4]2[C:9](=[CH:10][CH:11]=1)[N:8]=[C:7]([C:12]1[CH:17]=[CH:16][CH:15]=[C:14]([C:18]([F:21])([F:20])[F:19])[CH:13]=1)[C:6]([CH3:22])=[C:5]2[C:23]([OH:25])=[O:24].[OH-].[K+].[CH3:28][CH:29]([S-])[CH3:30].[Na+].[CH3:33]I.O[O:36][S:37]([O-:39])=O.[K+]. The catalyst is O.CO. The product is [CH3:22][C:6]1[C:7]([C:12]2[CH:17]=[CH:16][CH:15]=[C:14]([C:18]([F:19])([F:21])[F:20])[CH:13]=2)=[N:8][C:9]2[C:4]([C:5]=1[C:23]([O:25][CH3:33])=[O:24])=[CH:3][C:2]([S:37]([CH:29]([CH3:30])[CH3:28])(=[O:39])=[O:36])=[CH:11][CH:10]=2. The yield is 0.970. (4) The reactants are [CH:1]([I:4])(I)I.[CH3:5][C:6]([CH3:24])([Si:8]([CH3:23])([CH3:22])[O:9][CH:10]([CH:20]=O)[CH2:11][O:12][Si:13]([CH3:19])([CH3:18])[C:14]([CH3:17])([CH3:16])[CH3:15])[CH3:7]. The catalyst is C1COCC1. The product is [I:4]/[CH:1]=[CH:20]/[CH:10]([CH2:11][O:12][Si:13]([CH3:19])([CH3:18])[C:14]([CH3:17])([CH3:16])[CH3:15])[O:9][Si:8]([CH3:23])([CH3:22])[C:6]([CH3:24])([CH3:7])[CH3:5]. The yield is 0.570.